This data is from Full USPTO retrosynthesis dataset with 1.9M reactions from patents (1976-2016). The task is: Predict the reactants needed to synthesize the given product. Given the product [Cl-:47].[C:22]([C:25]1[CH:26]=[C:27]([CH:31]=[CH:32][CH:33]=1)[C:28]([NH:1][C:2]1[CH:3]=[CH:4][C:5]([NH:8][C:9]2[C:18]3[C:13](=[CH:14][CH:15]=[C:16]([N:19]([CH3:21])[CH3:20])[CH:17]=3)[NH+:12]=[CH:11][CH:10]=2)=[CH:6][CH:7]=1)=[O:29])(=[O:24])[CH3:23], predict the reactants needed to synthesize it. The reactants are: [NH2:1][C:2]1[CH:7]=[CH:6][C:5]([NH:8][C:9]2[C:18]3[C:13](=[CH:14][CH:15]=[C:16]([N:19]([CH3:21])[CH3:20])[CH:17]=3)[N:12]=[CH:11][CH:10]=2)=[CH:4][CH:3]=1.[C:22]([C:25]1[CH:26]=[C:27]([CH:31]=[CH:32][CH:33]=1)[C:28](O)=[O:29])(=[O:24])[CH3:23].CCN=C=NCCCN(C)C.Cl.C(Cl)[Cl:47].CO.